From a dataset of Peptide-MHC class I binding affinity with 185,985 pairs from IEDB/IMGT. Regression. Given a peptide amino acid sequence and an MHC pseudo amino acid sequence, predict their binding affinity value. This is MHC class I binding data. (1) The peptide sequence is AYKKQFSQY. The MHC is HLA-B39:01 with pseudo-sequence HLA-B39:01. The binding affinity (normalized) is 0.0847. (2) The peptide sequence is VQGPVGTDF. The MHC is HLA-A30:02 with pseudo-sequence HLA-A30:02. The binding affinity (normalized) is 0.168. (3) The peptide sequence is ILAKFLHWL. The MHC is HLA-A02:02 with pseudo-sequence HLA-A02:02. The binding affinity (normalized) is 1.00. (4) The peptide sequence is EFHNLPPNSAR. The MHC is Patr-A0901 with pseudo-sequence Patr-A0901. The binding affinity (normalized) is 0. (5) The peptide sequence is KRINSLIKY. The MHC is HLA-B18:01 with pseudo-sequence HLA-B18:01. The binding affinity (normalized) is 0.0847. (6) The peptide sequence is MASVEPHWI. The MHC is HLA-B51:01 with pseudo-sequence HLA-B51:01. The binding affinity (normalized) is 0.307. (7) The peptide sequence is LIIDEVHEH. The MHC is HLA-A02:01 with pseudo-sequence HLA-A02:01. The binding affinity (normalized) is 0. (8) The peptide sequence is RKRRWRRRWQQ. The MHC is HLA-B27:05 with pseudo-sequence HLA-B27:05. The binding affinity (normalized) is 0.209.